Dataset: Reaction yield outcomes from USPTO patents with 853,638 reactions. Task: Predict the reaction yield, written as a fraction of the theoretical maximum amount of product (1.0 means a 100% yield; for example, 0.34 means a 34% yield). (1) The reactants are Cl[C:2]1[CH:7]=[CH:6][NH:5][C:4](=[O:8])[C:3]=1[C:9]1[NH:10][C:11]2[CH:17]=[C:16]([C:18]#[N:19])[CH:15]=[C:14]([CH3:20])[C:12]=2[N:13]=1.CN1CCOCC1.[NH2:28][C@@H:29]([CH2:32][C:33]1[CH:38]=[CH:37][CH:36]=[CH:35][CH:34]=1)[CH2:30][OH:31]. The catalyst is CN(C=O)C. The product is [OH:31][CH2:30][C@@H:29]([NH:28][C:2]1[CH:7]=[CH:6][NH:5][C:4](=[O:8])[C:3]=1[C:9]1[NH:10][C:11]2[CH:17]=[C:16]([C:18]#[N:19])[CH:15]=[C:14]([CH3:20])[C:12]=2[N:13]=1)[CH2:32][C:33]1[CH:34]=[CH:35][CH:36]=[CH:37][CH:38]=1. The yield is 0.680. (2) The yield is 0.540. The product is [C:46]([C:50]1[CH:70]=[CH:69][C:53]([CH2:54][N:55]([CH2:56][CH2:57][C:58]2[CH:63]=[CH:62][C:61]([Cl:64])=[C:60]([C:65]([F:67])([F:68])[F:66])[CH:59]=2)[C:12]([C:9]2[C:10]([F:11])=[C:2]([Cl:1])[CH:3]=[C:4]3[C:8]=2[NH:7][CH:6]=[CH:5]3)=[O:14])=[CH:52][CH:51]=1)([CH3:49])([CH3:47])[CH3:48]. The catalyst is CN(C=O)C.O. The reactants are [Cl:1][C:2]1[CH:3]=[C:4]2[C:8](=[C:9]([C:12]([OH:14])=O)[C:10]=1[F:11])[NH:7][CH:6]=[CH:5]2.CN(C(ON1N=NC2C=CC=CC1=2)=[N+](C)C)C.[B-](F)(F)(F)F.C(N(CC)C(C)C)(C)C.[C:46]([C:50]1[CH:70]=[CH:69][C:53]([CH2:54][NH:55][CH2:56][CH2:57][C:58]2[CH:63]=[CH:62][C:61]([Cl:64])=[C:60]([C:65]([F:68])([F:67])[F:66])[CH:59]=2)=[CH:52][CH:51]=1)([CH3:49])([CH3:48])[CH3:47]. (3) The reactants are [O:1]=[C:2]([NH:8][C:9]1[CH:14]=[CH:13][CH:12]=[C:11]([C:15]([F:18])([F:17])[F:16])[CH:10]=1)[CH2:3][C:4]([O:6]C)=[O:5].C[O-].[Na+].CO.CO/[CH:26]=[CH:27]/[C:28](=O)[CH3:29].[OH-].[Na+].Cl. The catalyst is C(O)C.O. The product is [CH3:26][C:27]1[N:8]([C:9]2[CH:14]=[CH:13][CH:12]=[C:11]([C:15]([F:18])([F:17])[F:16])[CH:10]=2)[C:2](=[O:1])[C:3]([C:4]([OH:6])=[O:5])=[CH:29][CH:28]=1. The yield is 0.630. (4) The reactants are [CH:1]([O:4][C:5]1[N:10]=[CH:9][C:8]([C:11](=[N:13][S@@:14]([C:16]([CH3:19])([CH3:18])[CH3:17])=[O:15])[CH3:12])=[CH:7][CH:6]=1)([CH3:3])[CH3:2].CCC(C)[BH-](C(C)CC)C(C)CC.[Li+].[NH4+].[Cl-]. The catalyst is C1COCC1. The product is [CH:1]([O:4][C:5]1[N:10]=[CH:9][C:8]([C@@H:11]([NH:13][S@@:14]([C:16]([CH3:19])([CH3:17])[CH3:18])=[O:15])[CH3:12])=[CH:7][CH:6]=1)([CH3:3])[CH3:2]. The yield is 0.720.